From a dataset of Full USPTO retrosynthesis dataset with 1.9M reactions from patents (1976-2016). Predict the reactants needed to synthesize the given product. (1) Given the product [C:6]1([C:4]2[C:3]3[C:2](=[CH:15][CH:14]=[CH:13][CH:12]=3)[NH:1][C:17](=[O:18])[N:16]=2)[CH:11]=[CH:10][CH:9]=[CH:8][CH:7]=1, predict the reactants needed to synthesize it. The reactants are: [NH2:1][C:2]1[CH:15]=[CH:14][CH:13]=[CH:12][C:3]=1[C:4]([C:6]1[CH:11]=[CH:10][CH:9]=[CH:8][CH:7]=1)=O.[NH2:16][C:17](N)=[O:18]. (2) Given the product [C:45]([C:44]1[C:47]([NH:49][CH2:50][CH2:51][O:52][CH3:53])=[CH:48][C:41]([NH:40][C:24]([N:21]2[C:22]3[C:17](=[CH:16][C:15]([N:33]4[CH:37]=[CH:36][N:35]=[CH:34]4)=[C:14]([CH:13]([O:12][CH3:11])[O:38][CH3:39])[N:23]=3)[CH2:18][CH2:19][CH2:20]2)=[O:25])=[N:42][CH:43]=1)#[N:46], predict the reactants needed to synthesize it. The reactants are: [Li+].C[Si]([N-][Si](C)(C)C)(C)C.[CH3:11][O:12][CH:13]([O:38][CH3:39])[C:14]1[N:23]=[C:22]2[C:17]([CH2:18][CH2:19][CH2:20][N:21]2[C:24](OC2C=CC=CC=2)=[O:25])=[CH:16][C:15]=1[N:33]1[CH:37]=[CH:36][N:35]=[CH:34]1.[NH2:40][C:41]1[CH:48]=[C:47]([NH:49][CH2:50][CH2:51][O:52][CH3:53])[C:44]([C:45]#[N:46])=[CH:43][N:42]=1.